This data is from Forward reaction prediction with 1.9M reactions from USPTO patents (1976-2016). The task is: Predict the product of the given reaction. (1) Given the reactants [N+:1]([C:4]1[CH:8]=[CH:7][NH:6][CH:5]=1)([O-])=O.[C:9]1([C:24]2[CH:29]=[CH:28][CH:27]=[CH:26][CH:25]=2)[CH:14]=[CH:13][CH:12]=[C:11]([N:15]2[CH2:20][CH2:19][CH:18]([C:21]([OH:23])=O)[CH2:17][CH2:16]2)[CH:10]=1.BrC1C=C(C2C=CC=CC=2)C=CC=1.[NH:43]1[CH:47]=[CH:46][C:45]([NH2:48])=[CH:44]1, predict the reaction product. The product is: [NH:6]1[CH:7]=[CH:8][C:4]([NH2:1])=[CH:5]1.[NH:43]1[CH:47]=[CH:46][C:45]([NH:48][C:21]([CH:18]2[CH2:19][CH2:20][N:15]([C:11]3[CH:10]=[C:9]([C:24]4[CH:29]=[CH:28][CH:27]=[CH:26][CH:25]=4)[CH:14]=[CH:13][CH:12]=3)[CH2:16][CH2:17]2)=[O:23])=[CH:44]1. (2) Given the reactants [Cl:1][C:2]1[C:3]([C:12]2[CH:17]=[CH:16][C:15]([C:18]([F:21])([F:20])[F:19])=[CH:14][C:13]=2[Cl:22])=[CH:4][C:5]([N+:9]([O-])=O)=[C:6]([CH:8]=1)[NH2:7].Cl, predict the reaction product. The product is: [Cl:1][C:2]1[CH:8]=[C:6]([NH2:7])[C:5]([NH2:9])=[CH:4][C:3]=1[C:12]1[CH:17]=[CH:16][C:15]([C:18]([F:21])([F:19])[F:20])=[CH:14][C:13]=1[Cl:22]. (3) Given the reactants C(OC([N:8]1[CH2:17][CH2:16][C:15]2[N:14]=[CH:13][C:12]([NH:18][C:19](=[O:40])[C:20]3[CH:25]=[CH:24][CH:23]=[C:22]([CH2:26][NH:27][C:28](=[O:39])[C:29]4[CH:34]=[CH:33][C:32]([O:35][CH3:36])=[C:31]([O:37][CH3:38])[CH:30]=4)[CH:21]=3)=[CH:11][C:10]=2[CH2:9]1)=O)(C)(C)C.Cl.O1CCOCC1, predict the reaction product. The product is: [CH3:38][O:37][C:31]1[CH:30]=[C:29]([CH:34]=[CH:33][C:32]=1[O:35][CH3:36])[C:28]([NH:27][CH2:26][C:22]1[CH:23]=[CH:24][CH:25]=[C:20]([C:19](=[O:40])[NH:18][C:12]2[CH:13]=[N:14][C:15]3[CH2:16][CH2:17][NH:8][CH2:9][C:10]=3[CH:11]=2)[CH:21]=1)=[O:39]. (4) Given the reactants C(N(CC=C)CC1SC=CC=1)C=C.[CH2:14]([N:17]([CH2:21][C:22]1[S:26][C:25]([S:27](Cl)(=[O:29])=[O:28])=[CH:24][CH:23]=1)[CH2:18][CH:19]=[CH2:20])[CH:15]=[CH2:16].COC1C=C(C=CC=1)C(NCC1C=CSC=1S(Cl)(=O)=O)=O.CCCCC.C1C(=O)N(Cl)C(=O)C1.[O:65]1[C:69]2([CH2:74][CH2:73][NH:72][CH2:71][CH2:70]2)[O:68][CH2:67][CH2:66]1.C(N(CC)CC)C, predict the reaction product. The product is: [CH2:14]([N:17]([CH2:18][CH:19]=[CH2:20])[CH2:21][C:22]1[S:26][C:25]([S:27]([N:72]2[CH2:73][CH2:74][C:69]3([O:68][CH2:67][CH2:66][O:65]3)[CH2:70][CH2:71]2)(=[O:29])=[O:28])=[CH:24][CH:23]=1)[CH:15]=[CH2:16]. (5) Given the reactants [CH2:1]([OH:7])[CH2:2][CH2:3][CH2:4][CH2:5][CH3:6].[H-].[Na+].[F:10][C:11]1[C:16]([C:17]2[C:22]([F:23])=[C:21]([F:24])[C:20]([CH:25]([S:33]([C:36]([F:39])([F:38])[F:37])(=[O:35])=[O:34])[S:26]([C:29]([F:32])([F:31])[F:30])(=[O:28])=[O:27])=[C:19]([F:40])[C:18]=2[F:41])=[C:15]([F:42])[C:14]([F:43])=[C:13](F)[C:12]=1[F:45].O.Cl, predict the reaction product. The product is: [CH2:1]([O:7][C:13]1[C:12]([F:45])=[C:11]([F:10])[C:16]([C:17]2[C:18]([F:41])=[C:19]([F:40])[C:20]([CH:25]([S:26]([C:29]([F:30])([F:31])[F:32])(=[O:27])=[O:28])[S:33]([C:36]([F:37])([F:38])[F:39])(=[O:35])=[O:34])=[C:21]([F:24])[C:22]=2[F:23])=[C:15]([F:42])[C:14]=1[F:43])[CH2:2][CH2:3][CH2:4][CH2:5][CH3:6]. (6) The product is: [CH2:1]([CH:3]([CH2:18][CH2:19][CH2:20][CH3:21])[CH2:4][O:5][P:6]([O-:17])([O:8][CH2:9][CH:10]([CH2:15][CH3:16])[CH2:11][CH2:12][CH2:13][CH3:14])=[O:7])[CH3:2].[CH3:23][N+:24]1[CH:28]=[CH:27][N:26]([CH2:29][CH2:30][CH2:31][CH2:32][CH2:33][CH2:34][CH2:35][CH2:36][CH2:37][CH3:38])[CH:25]=1. Given the reactants [CH2:1]([CH:3]([CH2:18][CH2:19][CH2:20][CH3:21])[CH2:4][O:5][P:6]([O-:17])([O:8][CH2:9][CH:10]([CH2:15][CH3:16])[CH2:11][CH2:12][CH2:13][CH3:14])=[O:7])[CH3:2].[Br-].[CH3:23][N+:24]1[CH:28]=[CH:27][N:26]([CH2:29][CH2:30][CH2:31][CH2:32][CH2:33][CH2:34][CH2:35][CH2:36][CH2:37][CH3:38])[CH:25]=1.[OH-].[Na+], predict the reaction product. (7) Given the reactants [Li]CCCC.[Cl:6][C:7]1[C:16]([O:17][CH3:18])=[N:15][C:14]2[C:9](=[CH:10][CH:11]=[C:12]([F:19])[CH:13]=2)[N:8]=1.CN([CH:23]=[O:24])C.Cl, predict the reaction product. The product is: [Cl:6][C:7]1[C:16]([O:17][CH3:18])=[N:15][C:14]2[C:13]([CH:23]=[O:24])=[C:12]([F:19])[CH:11]=[CH:10][C:9]=2[N:8]=1. (8) Given the reactants [F:1][C:2]1[CH:7]=[C:6]([CH3:8])[C:5]([C:9]2[C:18](=[O:19])[N:17]([CH3:20])[C:16]3[N:15]=[C:14]([NH:21][CH3:22])[N:13]=[CH:12][C:11]=3[N:10]=2)=[CH:4][C:3]=1[NH:23]C(=O)C.Cl, predict the reaction product. The product is: [NH2:23][C:3]1[C:2]([F:1])=[CH:7][C:6]([CH3:8])=[C:5]([C:9]2[C:18](=[O:19])[N:17]([CH3:20])[C:16]3[N:15]=[C:14]([NH:21][CH3:22])[N:13]=[CH:12][C:11]=3[N:10]=2)[CH:4]=1.